Dataset: Reaction yield outcomes from USPTO patents with 853,638 reactions. Task: Predict the reaction yield, written as a fraction of the theoretical maximum amount of product (1.0 means a 100% yield; for example, 0.34 means a 34% yield). (1) The reactants are [CH:1]1([N:4]2[C:9](=[O:10])[CH:8]=[C:7]([NH:11][CH3:12])[N:6]([C:13]3[CH:18]=[CH:17][C:16]([I:19])=[CH:15][C:14]=3[F:20])[C:5]2=[O:21])[CH2:3][CH2:2]1.[CH3:22][CH:23]([C:27]([OH:29])=O)[C:24]([OH:26])=O.C(OC(=O)C)(=O)C. No catalyst specified. The product is [CH:1]1([N:4]2[C:9](=[O:10])[C:8]3[C:27]([OH:29])=[C:23]([CH3:22])[C:24](=[O:26])[N:11]([CH3:12])[C:7]=3[N:6]([C:13]3[CH:18]=[CH:17][C:16]([I:19])=[CH:15][C:14]=3[F:20])[C:5]2=[O:21])[CH2:2][CH2:3]1. The yield is 0.210. (2) The reactants are [CH3:1][NH:2][C:3]([C:5]1[C:13]2[C:8](=[CH:9][CH:10]=[C:11]([NH:14][C:15]([CH:17]3[CH2:21][CH2:20][N:19]([CH2:22][C:23]([OH:25])=O)[CH2:18]3)=[O:16])[CH:12]=2)[NH:7][N:6]=1)=[O:4].CNC(C1C2C(=CC=C(N)C=2)NN=1)=O.C1C=CC2N(O)N=NC=2C=1.CCN=C=NCCCN(C)C.Cl.[N:62]1([C:68]2[S:69][C:70]([C:73]3[N:78]=[CH:77][CH:76]=[CH:75][N:74]=3)=[CH:71][N:72]=2)[CH2:67][CH2:66][NH:65][CH2:64][CH2:63]1.CCN(C(C)C)C(C)C. The catalyst is CN(C=O)C.O.C(OCC)(=O)C. The product is [CH3:1][NH:2][C:3]([C:5]1[C:13]2[C:8](=[CH:9][CH:10]=[C:11]([NH:14][C:15]([CH:17]3[CH2:21][CH2:20][N:19]([CH2:22][C:23](=[O:25])[N:65]4[CH2:66][CH2:67][N:62]([C:68]5[S:69][C:70]([C:73]6[N:78]=[CH:77][CH:76]=[CH:75][N:74]=6)=[CH:71][N:72]=5)[CH2:63][CH2:64]4)[CH2:18]3)=[O:16])[CH:12]=2)[NH:7][N:6]=1)=[O:4]. The yield is 0.380. (3) The reactants are [NH2:1][C:2]1[N:3]=[C:4]([CH3:17])[C:5]2[CH:11]=[C:10]([C:12]#[CH:13])[C:9](=[O:14])[N:8]([CH2:15][CH3:16])[C:6]=2[N:7]=1.[N-:18]=[N+:19]=[N-:20].[Na+].[Cl-].[NH4+]. The catalyst is CN(C=O)C. The product is [NH2:1][C:2]1[N:3]=[C:4]([CH3:17])[C:5]2[CH:11]=[C:10]([C:12]3[NH:20][N:19]=[N:18][CH:13]=3)[C:9](=[O:14])[N:8]([CH2:15][CH3:16])[C:6]=2[N:7]=1. The yield is 0.0600. (4) The reactants are [Br:1][C:2]1[CH:3]=[N:4][N:5]2[C:10](Cl)=[CH:9][C:8]([C:12]3[CH:17]=[CH:16][CH:15]=[CH:14][C:13]=3[Cl:18])=[N:7][C:6]=12.[C:19]([O:23][C:24]([N:26]1[CH2:31][CH2:30][CH:29]([CH2:32][NH2:33])[CH2:28][CH2:27]1)=[O:25])([CH3:22])([CH3:21])[CH3:20].C(N(C(C)C)CC)(C)C. The catalyst is O1CCOCC1. The product is [C:19]([O:23][C:24]([N:26]1[CH2:31][CH2:30][CH:29]([CH2:32][NH:33][C:10]2[N:5]3[N:4]=[CH:3][C:2]([Br:1])=[C:6]3[N:7]=[C:8]([C:12]3[CH:17]=[CH:16][CH:15]=[CH:14][C:13]=3[Cl:18])[CH:9]=2)[CH2:28][CH2:27]1)=[O:25])([CH3:22])([CH3:21])[CH3:20]. The yield is 1.00. (5) The reactants are [CH3:1][O:2][C:3]([C:5]1([C:8]2[CH:13]=[CH:12][C:11]([OH:14])=[C:10]([NH2:15])[CH:9]=2)[CH2:7][CH2:6]1)=[O:4].Cl[C:17](Cl)([O:19]C(=O)OC(Cl)(Cl)Cl)Cl.O. The catalyst is C1COCC1. The product is [CH3:1][O:2][C:3]([C:5]1([C:8]2[CH:13]=[CH:12][C:11]3[O:14][C:17](=[O:19])[NH:15][C:10]=3[CH:9]=2)[CH2:7][CH2:6]1)=[O:4]. The yield is 0.910.